From a dataset of Reaction yield outcomes from USPTO patents with 853,638 reactions. Predict the reaction yield, written as a fraction of the theoretical maximum amount of product (1.0 means a 100% yield; for example, 0.34 means a 34% yield). (1) The reactants are [H-].[Na+].[OH:3][C:4]1[CH:5]=[N:6][CH:7]=[C:8]([CH:11]=1)[C:9]#[N:10].[F:12][C:13]1[CH:14]=[C:15]([CH:18]=[C:19]([F:21])[CH:20]=1)[CH2:16]Br.C(OCC)(=O)C. The catalyst is CC(N(C)C)=O. The product is [F:12][C:13]1[CH:14]=[C:15]([CH:18]=[C:19]([F:21])[CH:20]=1)[CH2:16][O:3][C:4]1[CH:5]=[N:6][CH:7]=[C:8]([CH:11]=1)[C:9]#[N:10]. The yield is 0.680. (2) The reactants are O[C:2]1[C:7]([NH:8][C:9](=[O:17])[C:10]2[CH:15]=[CH:14][C:13]([F:16])=[CH:12][CH:11]=2)=[C:6](O)[N:5]=[CH:4][N:3]=1.C(N(C(C)C)CC)(C)C.O=P(Cl)(Cl)[Cl:30]. No catalyst specified. The product is [Cl:30][C:6]1[C:7]2[N:8]=[C:9]([C:10]3[CH:11]=[CH:12][C:13]([F:16])=[CH:14][CH:15]=3)[O:17][C:2]=2[N:3]=[CH:4][N:5]=1. The yield is 0.300. (3) The reactants are [CH3:1][O:2][CH2:3][O:4][C@H:5]1[CH2:9][CH2:8][N:7]([CH2:10][C@H:11]([C:13]2[CH:18]=[CH:17][CH:16]=[CH:15][CH:14]=2)O)[CH2:6]1.COCO[C@H]1CCN([C@H](C2C=CC=CC=2)CO)C1.C(N(CC)CC)C.CS(Cl)(=O)=O.[H-].[Na+].[Cl:51][C:52]1[CH:53]=[C:54]([CH:57]=[CH:58][C:59]=1[NH:60][CH3:61])[C:55]#[N:56].[NH4+].[OH-]. The catalyst is C(Cl)Cl.CN(C)C=O.O. The product is [Cl:51][C:52]1[CH:53]=[C:54]([CH:57]=[CH:58][C:59]=1[N:60]([C@@H:11]([C:13]1[CH:18]=[CH:17][CH:16]=[CH:15][CH:14]=1)[CH2:10][N:7]1[CH2:8][CH2:9][C@H:5]([O:4][CH2:3][O:2][CH3:1])[CH2:6]1)[CH3:61])[C:55]#[N:56]. The yield is 0.610. (4) The reactants are [C:1]([C:5]1[CH:10]=[CH:9][CH:8]=[CH:7][N:6]=1)([CH3:4])([CH3:3])[CH3:2].[OH:11]O. The catalyst is CC(O)=O.C(Cl)Cl. The product is [C:1]([C:5]1[CH:10]=[CH:9][CH:8]=[CH:7][N+:6]=1[O-:11])([CH3:4])([CH3:3])[CH3:2]. The yield is 0.715. (5) The catalyst is C1C=CC(P(C2C=CC=CC=2)[C-]2C=CC=C2)=CC=1.C1C=CC(P(C2C=CC=CC=2)[C-]2C=CC=C2)=CC=1.Cl[Pd]Cl.[Fe+2].[Ag]=O.O1CCOCC1. The yield is 0.450. The reactants are Br[C:2]1[N:7]=[N:6][C:5]([C:8]2[CH:17]=[CH:16][C:15]3[C:10](=[CH:11][CH:12]=[CH:13][CH:14]=3)[CH:9]=2)=[C:4]([C:18]2[CH:23]=[CH:22][N:21]=[CH:20][CH:19]=2)[CH:3]=1.[CH:24]1(B(O)O)[CH2:26][CH2:25]1.C(Cl)Cl.C(=O)([O-])[O-].[K+].[K+]. The product is [CH:24]1([C:2]2[N:7]=[N:6][C:5]([C:8]3[CH:17]=[CH:16][C:15]4[C:10](=[CH:11][CH:12]=[CH:13][CH:14]=4)[CH:9]=3)=[C:4]([C:18]3[CH:23]=[CH:22][N:21]=[CH:20][CH:19]=3)[CH:3]=2)[CH2:26][CH2:25]1. (6) The reactants are B(Br)(Br)Br.C[O:6][C:7]1[CH:12]=[CH:11][C:10]([N:13]2[C:17]([C:18]3[CH:23]=[CH:22][N:21]=[CH:20][CH:19]=3)=[CH:16][N:15]=[C:14]2[CH3:24])=[CH:9][CH:8]=1.[OH-].[Na+].Cl. The catalyst is C(Cl)Cl. The product is [CH3:24][C:14]1[N:13]([C:10]2[CH:11]=[CH:12][C:7]([OH:6])=[CH:8][CH:9]=2)[C:17]([C:18]2[CH:19]=[CH:20][N:21]=[CH:22][CH:23]=2)=[CH:16][N:15]=1. The yield is 7.22. (7) The reactants are CC1C=CC(S(O[CH2:12][CH:13]2[CH2:17][C:16]3[CH:18]=[CH:19][CH:20]=[C:21](OS(C(F)(F)F)(=O)=O)[C:15]=3[O:14]2)(=O)=O)=CC=1.[O:30]1[C:34]2[CH:35]=[CH:36][CH:37]=[CH:38][C:33]=2[CH:32]=[C:31]1B(O)O.P([O-])([O-])([O-])=O.[K+].[K+].[K+].CC1C=CC(S(OCC2CC3C=CC=C(C4C=C(C(F)(F)F)C=C(C(F)(F)F)C=4)C=3O2)(=O)=O)=CC=1.CC1C=CC(S(OCC2CC3C=CC=C(C4OC5C=CC=CC=5C=4)C=3O2)(=O)=O)=CC=1.S(C1C=CC(C)=CC=1)([O-])(=O)=O.[N-:126]=[N+]=[N-].[Na+].N(CC1CC2C=C(Cl)C=C(C3C=CSC=3)C=2O1)=[N+]=[N-].N(CC1CC2C=CC=C(C3OC4C=CC=CC=4C=3)C=2O1)=[N+]=[N-].[N-]=[N+]=[N-]. The catalyst is [Pd].C1C=CC([P]([Pd]([P](C2C=CC=CC=2)(C2C=CC=CC=2)C2C=CC=CC=2)([P](C2C=CC=CC=2)(C2C=CC=CC=2)C2C=CC=CC=2)[P](C2C=CC=CC=2)(C2C=CC=CC=2)C2C=CC=CC=2)(C2C=CC=CC=2)C2C=CC=CC=2)=CC=1. The product is [O:30]1[C:34]2[CH:35]=[CH:36][CH:37]=[CH:38][C:33]=2[CH:32]=[C:31]1[C:21]1[C:15]2[O:14][CH:13]([CH2:12][NH2:126])[CH2:17][C:16]=2[CH:18]=[CH:19][CH:20]=1. The yield is 0.120. (8) The reactants are [CH2:1]([C:3]1[N:13]([C:14]2[CH:19]=[CH:18][C:17]([CH2:20][CH2:21][NH:22][C:23]([NH:25][S:26]([C:29]3[CH:34]=[CH:33][C:32]([CH3:35])=[CH:31][CH:30]=3)(=[O:28])=[O:27])=[O:24])=[CH:16][CH:15]=2)[C:6]2=[N:7][C:8]([CH3:12])=[CH:9][C:10]([CH3:11])=[C:5]2[N:4]=1)[CH3:2].[CH3:36]N. The catalyst is O. The product is [CH2:1]([C:3]1[N:13]([C:14]2[CH:15]=[CH:16][C:17]([CH2:20][CH2:21][N:22]([CH3:36])[C:23]([NH:25][S:26]([C:29]3[CH:34]=[CH:33][C:32]([CH3:35])=[CH:31][CH:30]=3)(=[O:28])=[O:27])=[O:24])=[CH:18][CH:19]=2)[C:6]2=[N:7][C:8]([CH3:12])=[CH:9][C:10]([CH3:11])=[C:5]2[N:4]=1)[CH3:2]. The yield is 0.850. (9) The reactants are [C:1]([O:5][C:6]([NH:8][C@@H:9]([CH2:37][C:38]1[CH:43]=[CH:42][CH:41]=[CH:40][CH:39]=1)[C@@H:10]([O:29][Si](C(C)(C)C)(C)C)[CH2:11][CH:12]([CH2:16][C:17]1[CH:22]=[CH:21][C:20]([C:23]2[CH:28]=[CH:27][CH:26]=[CH:25][N:24]=2)=[CH:19][CH:18]=1)C(O)=O)=[O:7])([CH3:4])([CH3:3])[CH3:2].C1C=CC(P(N=[N+]=[N-])(C2C=CC=CC=2)=[O:51])=CC=1.C([N:63]([CH2:66]C)CC)C.[CH2:68]([OH:75])[C:69]1[CH:74]=[CH:73][CH:72]=[CH:71][CH:70]=1. The catalyst is C1(C)C=CC=CC=1. The product is [C:1]([O:5][C:6]([NH:8][C@@H:9]([CH2:37][C:38]1[CH:43]=[CH:42][CH:41]=[CH:40][CH:39]=1)[C@@H:10]([OH:29])[CH2:11][C@@H:12]([NH:63][C:66](=[O:51])[O:75][CH2:68][C:69]1[CH:74]=[CH:73][CH:72]=[CH:71][CH:70]=1)[CH2:16][C:17]1[CH:22]=[CH:21][C:20]([C:23]2[CH:28]=[CH:27][CH:26]=[CH:25][N:24]=2)=[CH:19][CH:18]=1)=[O:7])([CH3:3])([CH3:2])[CH3:4]. The yield is 0.380. (10) The reactants are [Cl-].[CH2:2]([CH:9]1[C:15]2[CH:16]=[C:17]([O:20][CH2:21][CH2:22][NH3+:23])[CH:18]=[CH:19][C:14]=2[CH2:13][CH2:12][CH2:11][N:10]1[C:24]([O:26][CH2:27][CH3:28])=[O:25])[C:3]1[CH:8]=[CH:7][CH:6]=[CH:5][CH:4]=1.CN(C1C=CC=CN=1)C.[CH3:38][N:39]1[CH:43]=[C:42]([S:44](Cl)(=[O:46])=[O:45])[N:41]=[CH:40]1. The catalyst is ClCCl.C(OCC)(=O)C. The product is [CH2:2]([CH:9]1[C:15]2[CH:16]=[C:17]([O:20][CH2:21][CH2:22][NH:23][S:44]([C:42]3[N:41]=[CH:40][N:39]([CH3:38])[CH:43]=3)(=[O:46])=[O:45])[CH:18]=[CH:19][C:14]=2[CH2:13][CH2:12][CH2:11][N:10]1[C:24]([O:26][CH2:27][CH3:28])=[O:25])[C:3]1[CH:8]=[CH:7][CH:6]=[CH:5][CH:4]=1. The yield is 0.950.